Predict which catalyst facilitates the given reaction. From a dataset of Catalyst prediction with 721,799 reactions and 888 catalyst types from USPTO. Reactant: [CH2:1]([N:3]1[C:12]2[C:7](=[CH:8][C:9]([N:13]([CH2:24][C:25]3[CH:30]=[CH:29][C:28]([O:31][CH3:32])=[CH:27][CH:26]=3)[S:14]([CH2:17][CH2:18][C:19]([O:21]CC)=[O:20])(=[O:16])=[O:15])=[CH:10][CH:11]=2)[C:6](=[O:33])[N:5]([CH2:34][CH3:35])[C:4]1=[O:36])[CH3:2].C1COCC1.C(O)C.[OH-].[Li+]. Product: [CH2:1]([N:3]1[C:12]2[C:7](=[CH:8][C:9]([N:13]([CH2:24][C:25]3[CH:26]=[CH:27][C:28]([O:31][CH3:32])=[CH:29][CH:30]=3)[S:14]([CH2:17][CH2:18][C:19]([OH:21])=[O:20])(=[O:15])=[O:16])=[CH:10][CH:11]=2)[C:6](=[O:33])[N:5]([CH2:34][CH3:35])[C:4]1=[O:36])[CH3:2]. The catalyst class is: 6.